Dataset: Peptide-MHC class II binding affinity with 134,281 pairs from IEDB. Task: Regression. Given a peptide amino acid sequence and an MHC pseudo amino acid sequence, predict their binding affinity value. This is MHC class II binding data. (1) The peptide sequence is PGIKAQQSKLAQRRV. The MHC is DRB1_0801 with pseudo-sequence DRB1_0801. The binding affinity (normalized) is 0.303. (2) The peptide sequence is ASTGGAYESYKFIPA. The MHC is HLA-DPA10201-DPB11401 with pseudo-sequence HLA-DPA10201-DPB11401. The binding affinity (normalized) is 0.131. (3) The peptide sequence is RELKCGDGIFIFRDS. The MHC is HLA-DQA10303-DQB10402 with pseudo-sequence HLA-DQA10303-DQB10402. The binding affinity (normalized) is 0.505. (4) The peptide sequence is YKEQVGSNRELYVGD. The MHC is DRB1_0101 with pseudo-sequence DRB1_0101. The binding affinity (normalized) is 0.312. (5) The peptide sequence is LQIIDKIDAAFKVAA. The MHC is DRB1_0101 with pseudo-sequence DRB1_0101. The binding affinity (normalized) is 0.714. (6) The MHC is DRB1_0301 with pseudo-sequence DRB1_0301. The binding affinity (normalized) is 0.168. The peptide sequence is GDVFVIREPFISCSH.